Predict the reactants needed to synthesize the given product. From a dataset of Full USPTO retrosynthesis dataset with 1.9M reactions from patents (1976-2016). (1) Given the product [C:12]([O:16][C:17]([N:19]1[CH2:24][CH2:23][N:22]([C:2]2[CH:7]=[CH:6][C:5]([C:8]([F:11])([F:10])[F:9])=[CH:4][CH:3]=2)[CH:21]([CH3:25])[CH2:20]1)=[O:18])([CH3:15])([CH3:13])[CH3:14], predict the reactants needed to synthesize it. The reactants are: Br[C:2]1[CH:7]=[CH:6][C:5]([C:8]([F:11])([F:10])[F:9])=[CH:4][CH:3]=1.[C:12]([O:16][C:17]([N:19]1[CH2:24][CH2:23][NH:22][CH:21]([CH3:25])[CH2:20]1)=[O:18])([CH3:15])([CH3:14])[CH3:13].C1(P(C2CCCCC2)C2C=CC=CC=2C2C=CC=CC=2)CCCCC1.C(OCC)(=O)C. (2) Given the product [Cl:1][C:2]1[CH:3]=[C:4]([C:8]2[C:9]([C:15]([OH:17])=[O:16])=[CH:10][CH:11]=[C:12]([F:14])[CH:13]=2)[CH:5]=[CH:6][CH:7]=1, predict the reactants needed to synthesize it. The reactants are: [Cl:1][C:2]1[CH:3]=[C:4]([C:8]2[C:9]([C:15]([O:17]CC)=[O:16])=[CH:10][CH:11]=[C:12]([F:14])[CH:13]=2)[CH:5]=[CH:6][CH:7]=1.[OH-].[Na+]. (3) Given the product [Cl:3][C:4]1[CH:9]=[CH:8][C:7]([CH2:10][CH2:11][C:12]([OH:14])=[O:13])=[C:6]([S:15][C:17]2[CH:22]=[CH:21][C:20]([S:23]([CH3:26])(=[O:24])=[O:25])=[CH:19][C:18]=2[C:27]([F:28])([F:30])[F:29])[CH:5]=1, predict the reactants needed to synthesize it. The reactants are: [H-].[Na+].[Cl:3][C:4]1[CH:9]=[CH:8][C:7]([CH2:10][CH2:11][C:12]([OH:14])=[O:13])=[C:6]([SH:15])[CH:5]=1.F[C:17]1[CH:22]=[CH:21][C:20]([S:23]([CH3:26])(=[O:25])=[O:24])=[CH:19][C:18]=1[C:27]([F:30])([F:29])[F:28].